The task is: Predict which catalyst facilitates the given reaction.. This data is from Catalyst prediction with 721,799 reactions and 888 catalyst types from USPTO. (1) Reactant: [CH3:1][O:2][C:3]([C:5]1([C:11]2[CH:16]=[CH:15][C:14]([NH2:17])=[C:13](Br)[CH:12]=2)[CH2:10][CH2:9][O:8][CH2:7][CH2:6]1)=[O:4].[C:19]1(B2OC(C)(C)C(C)(C)O2)[CH2:24][CH2:23][CH2:22][CH2:21][CH:20]=1. Product: [CH3:1][O:2][C:3]([C:5]1([C:11]2[CH:16]=[CH:15][C:14]([NH2:17])=[C:13]([C:19]3[CH2:24][CH2:23][CH2:22][CH2:21][CH:20]=3)[CH:12]=2)[CH2:10][CH2:9][O:8][CH2:7][CH2:6]1)=[O:4]. The catalyst class is: 795. (2) Reactant: [Cl:1][C:2]1[CH:3]=[N+:4]([O-:45])[CH:5]=[C:6]([Cl:44])[C:7]=1[CH2:8][C@@H:9]([C:29]1[CH:34]=[CH:33][C:32]([O:35][CH:36]([F:38])[F:37])=[C:31]([O:39][CH2:40][CH:41]2[CH2:43][CH2:42]2)[CH:30]=1)[O:10][C:11]([CH:13]1[N:17]([C:18](=[O:28])[C:19]2[CH:24]=[CH:23][C:22]([N+:25]([O-])=O)=[CH:21][CH:20]=2)[CH2:16][CH2:15][S:14]1)=[O:12].O.O.[Sn](Cl)Cl. Product: [NH2:25][C:22]1[CH:21]=[CH:20][C:19]([C:18]([N:17]2[CH2:16][CH2:15][S:14][CH:13]2[C:11]([O:10][C@H:9]([C:29]2[CH:34]=[CH:33][C:32]([O:35][CH:36]([F:37])[F:38])=[C:31]([O:39][CH2:40][CH:41]3[CH2:43][CH2:42]3)[CH:30]=2)[CH2:8][C:7]2[C:2]([Cl:1])=[CH:3][N+:4]([O-:45])=[CH:5][C:6]=2[Cl:44])=[O:12])=[O:28])=[CH:24][CH:23]=1. The catalyst class is: 1.